From a dataset of Catalyst prediction with 721,799 reactions and 888 catalyst types from USPTO. Predict which catalyst facilitates the given reaction. (1) Product: [Cl:1][C:2]1[N:3]=[C:4]([C:18]2[CH:23]=[CH:22][N:21]=[C:20]([C:24]#[N:25])[CH:19]=2)[N:5]=[C:6]([NH:45][S:44](=[O:46])(=[O:47])[NH:43][CH2:36][C:37]2[CH:42]=[CH:41][CH:40]=[CH:39][CH:38]=2)[C:7]=1[O:8][C:9]1[CH:14]=[CH:13][CH:12]=[CH:11][C:10]=1[O:15][CH3:16]. The catalyst class is: 16. Reactant: [Cl:1][C:2]1[C:7]([O:8][C:9]2[CH:14]=[CH:13][CH:12]=[CH:11][C:10]=2[O:15][CH3:16])=[C:6](Cl)[N:5]=[C:4]([C:18]2[CH:23]=[CH:22][N:21]=[C:20]([C:24]#[N:25])[CH:19]=2)[N:3]=1.C(N(C(C)C)C(C)C)C.[K].[CH2:36]([NH:43][S:44](=[O:47])(=[O:46])[NH2:45])[C:37]1[CH:42]=[CH:41][CH:40]=[CH:39][CH:38]=1.C(O)(=O)CC(CC(O)=O)(C(O)=O)O. (2) Reactant: [Cl:1][C:2]1[CH:7]=[C:6]([OH:8])[CH:5]=[CH:4][C:3]=1[C:9]1[CH:14]=[CH:13][CH:12]=[C:11]([CH2:15][O:16][C:17]2[CH:22]=[CH:21][C:20]([C:23]3([CH2:27][C:28]([O:30][CH2:31][CH3:32])=[O:29])[CH2:26][O:25][CH2:24]3)=[CH:19][CH:18]=2)[CH:10]=1.CC1C=CC(S(O[CH2:44][C:45]2([CH3:49])[CH2:48][O:47][CH2:46]2)(=O)=O)=CC=1.C(=O)([O-])[O-].[Cs+].[Cs+]. The catalyst class is: 3. Product: [Cl:1][C:2]1[CH:7]=[C:6]([O:8][CH2:44][C:45]2([CH3:49])[CH2:48][O:47][CH2:46]2)[CH:5]=[CH:4][C:3]=1[C:9]1[CH:14]=[CH:13][CH:12]=[C:11]([CH2:15][O:16][C:17]2[CH:22]=[CH:21][C:20]([C:23]3([CH2:27][C:28]([O:30][CH2:31][CH3:32])=[O:29])[CH2:24][O:25][CH2:26]3)=[CH:19][CH:18]=2)[CH:10]=1.